From a dataset of Catalyst prediction with 721,799 reactions and 888 catalyst types from USPTO. Predict which catalyst facilitates the given reaction. Reactant: [Br:1][C:2]1[CH:7]=[CH:6][C:5](F)=[C:4]([N+:9]([O-:11])=[O:10])[CH:3]=1.C([O-])([O-])=O.[K+].[K+].[CH3:18][NH2:19]. Product: [Br:1][C:2]1[CH:7]=[CH:6][C:5]([NH:19][CH3:18])=[C:4]([N+:9]([O-:11])=[O:10])[CH:3]=1. The catalyst class is: 34.